From a dataset of NCI-60 drug combinations with 297,098 pairs across 59 cell lines. Regression. Given two drug SMILES strings and cell line genomic features, predict the synergy score measuring deviation from expected non-interaction effect. (1) Drug 1: C(CCl)NC(=O)N(CCCl)N=O. Drug 2: CC1C(C(CC(O1)OC2CC(CC3=C2C(=C4C(=C3O)C(=O)C5=C(C4=O)C(=CC=C5)OC)O)(C(=O)CO)O)N)O.Cl. Cell line: SK-OV-3. Synergy scores: CSS=25.2, Synergy_ZIP=-1.41, Synergy_Bliss=-3.40, Synergy_Loewe=-15.7, Synergy_HSA=-1.51. (2) Drug 1: CC(CN1CC(=O)NC(=O)C1)N2CC(=O)NC(=O)C2. Drug 2: CC1CCC2CC(C(=CC=CC=CC(CC(C(=O)C(C(C(=CC(C(=O)CC(OC(=O)C3CCCCN3C(=O)C(=O)C1(O2)O)C(C)CC4CCC(C(C4)OC)O)C)C)O)OC)C)C)C)OC. Cell line: SNB-75. Synergy scores: CSS=6.88, Synergy_ZIP=0.487, Synergy_Bliss=-4.98, Synergy_Loewe=-10.0, Synergy_HSA=-3.76.